Predict the reactants needed to synthesize the given product. From a dataset of Full USPTO retrosynthesis dataset with 1.9M reactions from patents (1976-2016). (1) Given the product [NH2:43][C:41](=[O:42])[CH2:40][CH2:39][NH:38][C:14](=[O:15])[CH:13]([NH:12][C:10](=[O:11])[O:9][C:5]([CH3:8])([CH3:6])[CH3:7])[C:17]1[CH:22]=[CH:21][CH:20]=[C:19]([C:23]([F:24])([F:25])[F:26])[CH:18]=1, predict the reactants needed to synthesize it. The reactants are: C(Cl)CCl.[C:5]([O:9][C:10]([NH:12][CH:13]([C:17]1[CH:22]=[CH:21][CH:20]=[C:19]([C:23]([F:26])([F:25])[F:24])[CH:18]=1)[C:14](O)=[O:15])=[O:11])([CH3:8])([CH3:7])[CH3:6].C1C=CC2N(O)N=NC=2C=1.Cl.[NH2:38][CH2:39][CH2:40][C:41]([NH2:43])=[O:42].CCN(C(C)C)C(C)C. (2) Given the product [Br:18][C:9]1[C:8](=[O:15])[N:7]([CH2:6][C:4]([O:3][CH2:1][CH3:2])=[O:5])[C:12]([CH3:13])=[CH:11][N:10]=1, predict the reactants needed to synthesize it. The reactants are: [CH2:1]([O:3][C:4]([CH2:6][N:7]1[C:12]([CH3:13])=[CH:11][N:10]=[C:9](O)[C:8]1=[O:15])=[O:5])[CH3:2].P(Br)(Br)([Br:18])=O.[NH4+].[OH-]. (3) The reactants are: Cl[C:2]1[N:3]=[CH:4][C:5]([C:8]([NH:10][C:11]2[NH:12][N:13]=[C:14]([CH2:16][CH2:17][C:18]3[CH:23]=[C:22]([O:24][CH3:25])[CH:21]=[C:20]([O:26][CH3:27])[CH:19]=3)[CH:15]=2)=[O:9])=[N:6][CH:7]=1.CN1[C@@H](C)CNC[C@H]1C.[CH3:37][C@H:38]1[CH2:43][NH:42][CH2:41][C@@H:40]([CH3:44])[N:39]1[CH2:45][C:46]#[N:47].C(N(C(C)C)C(C)C)C. Given the product [C:46]([CH2:45][N:39]1[C@@H:38]([CH3:37])[CH2:43][N:42]([C:2]2[N:3]=[CH:4][C:5]([C:8]([NH:10][C:11]3[NH:12][N:13]=[C:14]([CH2:16][CH2:17][C:18]4[CH:23]=[C:22]([O:24][CH3:25])[CH:21]=[C:20]([O:26][CH3:27])[CH:19]=4)[CH:15]=3)=[O:9])=[N:6][CH:7]=2)[CH2:41][C@H:40]1[CH3:44])#[N:47], predict the reactants needed to synthesize it.